This data is from PAMPA (Parallel Artificial Membrane Permeability Assay) permeability data from NCATS. The task is: Regression/Classification. Given a drug SMILES string, predict its absorption, distribution, metabolism, or excretion properties. Task type varies by dataset: regression for continuous measurements (e.g., permeability, clearance, half-life) or binary classification for categorical outcomes (e.g., BBB penetration, CYP inhibition). Dataset: pampa_ncats. (1) The compound is CC(C)OC1=CC=C(C=C1)C2=CSC(=N2)N3CCC(CC3)C(=O)N. The result is 1 (high permeability). (2) The molecule is C1CN(CC2=C1C(=O)N3C(=N2)C=C(N3)C4=CC=CC=C4)C(=O)CCC(=O)N5CC(=O)NC6=CC=CC=C65. The result is 0 (low-to-moderate permeability). (3) The compound is C1CN(CCC1C(=O)N)C2=NC(=CS2)C3=CC4=C(C=C3)OCO4. The result is 1 (high permeability). (4) The compound is CN(C)C1=CC=C(C=C1)C2=NN3C(=NN=C3S2)C4=CC=CC=C4OC. The result is 1 (high permeability). (5) The result is 1 (high permeability). The drug is C1CN2C=C(C3=CC=CC(=C32)CN1C(=O)N4CCOCC4)C5=C(C(=O)NC5=O)C6=CN=C7N6C=CC=C7. (6) The compound is C[C@H]1CN(C[C@@H]1C2=NC(=NO2)C3=CC=NC=C3)C(=O)C4=NN(C5=CC=CC=C54)C. The result is 1 (high permeability).